Predict the reaction yield, written as a fraction of the theoretical maximum amount of product (1.0 means a 100% yield; for example, 0.34 means a 34% yield). From a dataset of Reaction yield outcomes from USPTO patents with 853,638 reactions. The reactants are C([O:3][C:4]([C:6]1[NH:7][C:8]2[C:13]([CH:14]=1)=[CH:12][C:11]([Cl:15])=[CH:10][C:9]=2[CH2:16][C:17]#[N:18])=[O:5])C.O[Li].O.Cl. The catalyst is C1COCC1.CCO.O. The product is [Cl:15][C:11]1[CH:12]=[C:13]2[C:8](=[C:9]([CH2:16][C:17]#[N:18])[CH:10]=1)[NH:7][C:6]([C:4]([OH:5])=[O:3])=[CH:14]2. The yield is 0.980.